Dataset: Experimentally validated miRNA-target interactions with 360,000+ pairs, plus equal number of negative samples. Task: Binary Classification. Given a miRNA mature sequence and a target amino acid sequence, predict their likelihood of interaction. (1) The miRNA is hsa-miR-423-3p with sequence AGCUCGGUCUGAGGCCCCUCAGU. The protein sequence of the target gene is MGWKPSEARGQSQSFQASGLQPRSLKAARRATGRPDRSRAARPTMDPSAHRSRAAPPNMDPDPQAGVQVGMRVVRGVDWKWGQQDGGEGGVGTVVELGRHGSPSTPDRTVVVQWDQGTRTNYRAGYQGAHDLLLYDNAQIGVRHPNIICDCCKKHGLRGMRWKCRVCLDYDLCTQCYMHNKHELAHAFDRYETAHSRPVTLSPRQGLPRIPLRGIFQGAKVVRGPDWEWGSQDGGEGKPGRVVDIRGWDVETGRSVASVTWADGTTNVYRVGHKGKVDLKCVGEAAGGFYYKDHLPRLGK.... Result: 1 (interaction). (2) The miRNA is hsa-miR-6125 with sequence GCGGAAGGCGGAGCGGCGGA. The protein sequence of the target gene is MQRLQVVLGHLRGPADSGWMPQAAPCLSGAPQASAADVVVVHGRRTAICRAGRGGFKDTTPDELLSAVMTAVLKDVNLRPEQLGDICVGNVLQPGAGAIMARIAQFLSDIPETVPLSTVNRQCSSGLQAVASIAGGIRNGSYDIGMACGVESMSLADRGNPGNITSRLMEKEKARDCLIPMGITSENVAERFGISREKQDTFALASQQKAARAQSKGCFQAEIVPVTTTVHDDKGTKRSITVTQDEGIRPSTTMEGLAKLKPAFKKDGSTTAGNSSQVSDGAAAILLARRSKAEELGLPI.... Result: 0 (no interaction). (3) The miRNA is hsa-miR-4793-5p with sequence ACAUCCUGCUCCACAGGGCAGAGG. The protein sequence of the target gene is MVPHAILARGRDVCRRNGLLILSVLSVIVGCLLGFFLRTRRLSPQEISYFQFPGELLMRMLKMMILPLVVSSLMSGLASLDAKTSSRLGVLTVAYYLWTTFMAVIVGIFMVSIIHPGSAAQKETTEQSGKPIMSSADALLDLIRNMFPANLVEATFKQYRTKTTPVVKSPKVAPEEAPPRRILIYGVQEENGSHVQNFALDLTPPPEVVYKSEPGTSDGMNVLGIVFFSATMGIMLGRMGDSGAPLVSFCQCLNESVMKIVAVAVWYFPFGIVFLIAGKILEMDDPRAVGKKLGFYSVTV.... Result: 1 (interaction). (4) The protein sequence of the target gene is MSSSYYVNALFSKYTAGASLFQNAEPTSCSFAPNSQRSGYGAGAGAFASTVPGLYNVNSPLYQSPFASGYGLGADAYGNLPCASYDQNIPGLCSDLAKGACDKTDEGALHGAAEANFRIYPWMRSSGPDRKRGRQTYTRYQTLELEKEFHFNRYLTRRRRIEIAHALCLTERQIKIWFQNRRMKWKKEHKDEGPTAAAAPEGAVPSAAATAAADKADEEDDDEEEEDEEE. The miRNA is hsa-miR-6751-5p with sequence UUGGGGGUGAGGUUGGUGUCUGG. Result: 1 (interaction). (5) The miRNA is mmu-miR-881-3p with sequence AACUGUGUCUUUUCUGAAUAGA. The protein sequence of the target gene is MVTHSKFPAAGMSRPLDTSLRLKTFSSKSEYQLVVNAVRKLQESGFYWSAVTGGEANLLLSAEPAGTFLIRDSSDQRHFFTLSVETQSGTKNLRIQCEGGSFSLQSDPRSTQPVPRFDCVLKLVHHYMPPPGAPSFSLPPTEPSFEVQEQPPAQALPGGTPKRAYYIYSGGEKIPLVLSRPLSSNVATLQHLCRKTVNGHLDSYEKVTQLPGPIREFLDQYDAPL. Result: 0 (no interaction). (6) The protein sequence of the target gene is MASSNPPPQPAIGAPLAPSAPGPSPEVEEDSGEAFEFDDSDEEEDTSSGLVVPGLAPERDTEPSLICFDTVPGSDLDPAAAPPQTEAPTVVSNGDAVGAAISGVRRSSWKRKSSRRIDRFTFPALEEDVIYDDVPCESPDAHQPGAERGLVYEDVHRAGAPRETEDLGWSSSEFESYSEDSGEETKPEAEPTKHRGSFQPKLSPDLTRLKERYVRTKRDILALRVGGRDMQELKLKCDCKMTQLMKAAKSGTRDGLEKTRMAVMRKVSFLHRKDVLGDSEEEDMGLLEVGVTDIKPPAPE.... Result: 0 (no interaction). The miRNA is hsa-miR-514b-3p with sequence AUUGACACCUCUGUGAGUGGA. (7) The miRNA is hsa-miR-142-3p with sequence UGUAGUGUUUCCUACUUUAUGGA. The protein sequence of the target gene is MAENSVLTSTTGRTSLADSSIFDSKVTEISKENLLIGSTSYVEEEMPQIETRVILVQEAGKQEELIKALKTIKIMEVPVIKIKESCPGKSDEKLIKSVINMDIKVGFVKMESVEEFEGLDSPEFENVFVVTDFQDSVFNDLYKADCRVIGPPVVLNCSQKGEPLPFSCRPLYCTSMMNLVLCFTGFRKKEELVRLVTLVHHMGGVIRKDFNSKVTHLVANCTQGEKFRVAVSLGTPIMKPEWIYKAWERRNEQDFYAAVDDFRNEFKVPPFQDCILSFLGFSDEEKTNMEEMTEMQGGKY.... Result: 1 (interaction). (8) The miRNA is hsa-miR-1224-3p with sequence CCCCACCUCCUCUCUCCUCAG. The protein sequence of the target gene is MDPPAGAARRLLCPALLLLLLLLPPPLLPPPPPPANARLAAAADPPGGPLGHGAERILAVPVRTDAQGRLVSHVVSAATSRAGVRARRAAPVRTPSFPGGNEEEPGSHLFYNVTVFGRDLHLRLRPNARLVAPGATMEWQGEKGTTRVEPLLGSCLYVGDVAGLAEASSVALSNCDGLAGLIRMEEEEFFIEPLEKGLAAQEAEQGRVHVVYRRPPTSPPLGGPQALDTGASLDSLDSLSRALGVLEEHANSSRRRARRHAADDDYNIEVLLGVDDSVVQFHGKEHVQKYLLTLMNIVNE.... Result: 0 (no interaction). (9) The miRNA is mmu-miR-511-3p with sequence AAUGUGUAGCAAAAGACAGGAU. The protein sequence of the target gene is MFLLDVFCVPLLGAGTSGKPRSSDMDIVTYDDVHVNFTWEEWALLDPSQKDLYRDVMLETYRNLAAIGYYWKGHNISEGHFQNSRRNGRHERSDTEEKLSEFTQYDKDFAYQSHPQRHERIYSGEKPYEGVQYFEDFAHHSSLQIQRRTHVVEKPYECNQCGKAFAYHSYLQRHERSHTGEKPYECNQCGKAFGRHSHLQRHERIHTGEKSYDCNQCGKTFVHHSHLQIHKRTHIGEKPFECNQCGKAFARNSHLLIHKRIHTGEKPYECKQCGKAFAYQSGLLYHKRRYTVEKLYECNQ.... Result: 0 (no interaction). (10) The miRNA is mmu-miR-5101 with sequence UUUGUUUGUUUUGCUGAUGCAG. The protein sequence of the target gene is MSANNSPPSAQKSVFPATVSAVLPAPSPCSSPKTGLSARLSNGSFSAPSLTNSRGSVHTVSFLLQIGLTRESVTIEAQELSLSAVKDLVCSIVYQKFPECGFFGMYDKILLFRHDMNSENILQLITSADEIHEGDLVEVVLSALATVEDFQIRPHALYVHSYKAPTFCDYCGEMLWGLVRQGLKCEGCGLNYHKRCAFKIPNNCSGVRKRRLSNVSLPGPGLSVPRPLQPECVPLLSEESHTHQEPSKRIPSWSGRPIWMEKMVMCRVKVPHTFAVHSYGRPTICQYCKRLLKGLFRQGM.... Result: 1 (interaction).